From a dataset of NCI-60 drug combinations with 297,098 pairs across 59 cell lines. Regression. Given two drug SMILES strings and cell line genomic features, predict the synergy score measuring deviation from expected non-interaction effect. (1) Cell line: EKVX. Drug 2: CN(C)C1=NC(=NC(=N1)N(C)C)N(C)C. Drug 1: CS(=O)(=O)C1=CC(=C(C=C1)C(=O)NC2=CC(=C(C=C2)Cl)C3=CC=CC=N3)Cl. Synergy scores: CSS=0.106, Synergy_ZIP=-0.998, Synergy_Bliss=-5.77, Synergy_Loewe=-22.4, Synergy_HSA=-7.80. (2) Drug 1: C1C(C(OC1N2C=NC(=NC2=O)N)CO)O. Drug 2: CC12CCC3C(C1CCC2OP(=O)(O)O)CCC4=C3C=CC(=C4)OC(=O)N(CCCl)CCCl.[Na+]. Cell line: CAKI-1. Synergy scores: CSS=5.42, Synergy_ZIP=-0.641, Synergy_Bliss=6.15, Synergy_Loewe=1.07, Synergy_HSA=2.19. (3) Drug 2: COC1=C2C(=CC3=C1OC=C3)C=CC(=O)O2. Cell line: SF-295. Drug 1: CC12CCC3C(C1CCC2=O)CC(=C)C4=CC(=O)C=CC34C. Synergy scores: CSS=35.1, Synergy_ZIP=-7.69, Synergy_Bliss=-4.38, Synergy_Loewe=-8.91, Synergy_HSA=-4.20. (4) Drug 1: CNC(=O)C1=CC=CC=C1SC2=CC3=C(C=C2)C(=NN3)C=CC4=CC=CC=N4. Drug 2: CN(CC1=CN=C2C(=N1)C(=NC(=N2)N)N)C3=CC=C(C=C3)C(=O)NC(CCC(=O)O)C(=O)O. Cell line: MOLT-4. Synergy scores: CSS=43.5, Synergy_ZIP=-2.32, Synergy_Bliss=0.194, Synergy_Loewe=-14.0, Synergy_HSA=1.09.